Dataset: Forward reaction prediction with 1.9M reactions from USPTO patents (1976-2016). Task: Predict the product of the given reaction. (1) Given the reactants [CH3:1][N:2]1[C:10]2[C:5](=[CH:6][C:7]([Cl:11])=[CH:8][CH:9]=2)[C:4]([C:12]2[C:13](=[O:27])[NH:14][C:15](=[O:26])[C:16]=2[C:17]2[CH:22]=[CH:21][CH:20]=[C:19]([N+:23]([O-])=O)[CH:18]=2)=[CH:3]1, predict the reaction product. The product is: [CH3:1][N:2]1[C:10]2[C:5](=[CH:6][C:7]([Cl:11])=[CH:8][CH:9]=2)[C:4]([C:12]2[C:13](=[O:27])[NH:14][C:15](=[O:26])[C:16]=2[C:17]2[CH:22]=[CH:21][CH:20]=[C:19]([NH2:23])[CH:18]=2)=[CH:3]1. (2) Given the reactants C([O:3][C:4](=O)[C:5]([NH:7][C:8]1[CH:13]=[C:12]([N:14]2[CH2:23][CH2:22][C:21]3[C:16](=[CH:17][CH:18]=[CH:19][CH:20]=3)[CH2:15]2)[CH:11]=[C:10]([CH3:24])[N:9]=1)=[O:6])C.[H-].[Al+3].[Li+].[H-].[H-].[H-], predict the reaction product. The product is: [CH2:15]1[C:16]2[C:21](=[CH:20][CH:19]=[CH:18][CH:17]=2)[CH2:22][CH2:23][N:14]1[C:12]1[CH:11]=[C:10]([CH3:24])[N:9]=[C:8]([NH:7][C:5](=[O:6])[CH2:4][OH:3])[CH:13]=1. (3) The product is: [O:19]1[C:18]2[CH:2]=[CH:3][CH:4]=[CH:5][C:8]=2[CH2:11][CH2:16][NH:20]1.[OH:1][C:2]1[CH:3]=[CH:4][C:5]([C:8]([C:11]2[CH:12]=[CH:13][C:14]([OH:17])=[CH:15][CH:16]=2)([CH3:10])[CH3:9])=[CH:6][CH:7]=1. Given the reactants [OH:1][C:2]1[CH:7]=[CH:6][C:5]([C:8]([C:11]2[CH:16]=[CH:15][C:14]([OH:17])=[CH:13][CH:12]=2)([CH3:10])[CH3:9])=[CH:4][CH:3]=1.[CH2:18]=[O:19].[NH2:20]C1C=CC=CC=1, predict the reaction product. (4) Given the reactants [CH2:1]([O:3][C:4]([C:6]1[S:7][C:8]([C:12]([O:14]C(C)(C)C)=[O:13])=[C:9]([CH3:11])[N:10]=1)=[O:5])[CH3:2].FC(F)(F)C(O)=O, predict the reaction product. The product is: [CH2:1]([O:3][C:4]([C:6]1[S:7][C:8]([C:12]([OH:14])=[O:13])=[C:9]([CH3:11])[N:10]=1)=[O:5])[CH3:2]. (5) Given the reactants [Br:1][C:2]1[C:3]([OH:13])=[CH:4][C:5]([OH:12])=[C:6]([CH:11]=1)[C:7]([O:9][CH3:10])=[O:8].C(=O)([O-])[O-].[K+].[K+].[CH2:20](Br)[C:21]1[CH:26]=[CH:25][CH:24]=[CH:23][CH:22]=1, predict the reaction product. The product is: [CH2:20]([O:12][C:5]1[CH:4]=[C:3]([O:13][CH2:7][C:6]2[CH:11]=[CH:2][CH:3]=[CH:4][CH:5]=2)[C:2]([Br:1])=[CH:11][C:6]=1[C:7]([O:9][CH3:10])=[O:8])[C:21]1[CH:26]=[CH:25][CH:24]=[CH:23][CH:22]=1. (6) Given the reactants [C:1]([O:5][C:6]([N:8]1[CH2:13][CH2:12][C:11]([CH2:16][C:17]2[CH:22]=[CH:21][C:20]([F:23])=[CH:19][CH:18]=2)([CH2:14][OH:15])[CH2:10][CH2:9]1)=[O:7])([CH3:4])([CH3:3])[CH3:2].C(N(CC)CC)C.[CH3:31][S:32](Cl)(=[O:34])=[O:33], predict the reaction product. The product is: [C:1]([O:5][C:6]([N:8]1[CH2:9][CH2:10][C:11]([CH2:16][C:17]2[CH:18]=[CH:19][C:20]([F:23])=[CH:21][CH:22]=2)([CH2:14][O:15][S:32]([CH3:31])(=[O:34])=[O:33])[CH2:12][CH2:13]1)=[O:7])([CH3:4])([CH3:2])[CH3:3].